This data is from NCI-60 drug combinations with 297,098 pairs across 59 cell lines. The task is: Regression. Given two drug SMILES strings and cell line genomic features, predict the synergy score measuring deviation from expected non-interaction effect. (1) Drug 1: CC1=C2C(C(=O)C3(C(CC4C(C3C(C(C2(C)C)(CC1OC(=O)C(C(C5=CC=CC=C5)NC(=O)OC(C)(C)C)O)O)OC(=O)C6=CC=CC=C6)(CO4)OC(=O)C)OC)C)OC. Drug 2: CC(CN1CC(=O)NC(=O)C1)N2CC(=O)NC(=O)C2. Cell line: OVCAR3. Synergy scores: CSS=43.0, Synergy_ZIP=-5.60, Synergy_Bliss=-6.98, Synergy_Loewe=-19.2, Synergy_HSA=-4.88. (2) Drug 1: CC1OCC2C(O1)C(C(C(O2)OC3C4COC(=O)C4C(C5=CC6=C(C=C35)OCO6)C7=CC(=C(C(=C7)OC)O)OC)O)O. Drug 2: CC1=C(C(=CC=C1)Cl)NC(=O)C2=CN=C(S2)NC3=CC(=NC(=N3)C)N4CCN(CC4)CCO. Cell line: T-47D. Synergy scores: CSS=29.0, Synergy_ZIP=-6.50, Synergy_Bliss=-5.55, Synergy_Loewe=-2.80, Synergy_HSA=0.321. (3) Drug 1: C1=NC2=C(N1)C(=S)N=CN2. Drug 2: C(CN)CNCCSP(=O)(O)O. Cell line: UACC62. Synergy scores: CSS=39.8, Synergy_ZIP=-0.469, Synergy_Bliss=-0.381, Synergy_Loewe=-49.6, Synergy_HSA=-2.24. (4) Drug 1: CC1=C2C(C(=O)C3(C(CC4C(C3C(C(C2(C)C)(CC1OC(=O)C(C(C5=CC=CC=C5)NC(=O)OC(C)(C)C)O)O)OC(=O)C6=CC=CC=C6)(CO4)OC(=O)C)OC)C)OC. Drug 2: CN(C)N=NC1=C(NC=N1)C(=O)N. Cell line: MDA-MB-435. Synergy scores: CSS=83.7, Synergy_ZIP=12.0, Synergy_Bliss=10.6, Synergy_Loewe=-18.4, Synergy_HSA=8.81. (5) Drug 1: C1=CC(=CC=C1CC(C(=O)O)N)N(CCCl)CCCl.Cl. Drug 2: C1CNP(=O)(OC1)N(CCCl)CCCl. Cell line: NCI/ADR-RES. Synergy scores: CSS=5.22, Synergy_ZIP=-0.425, Synergy_Bliss=5.49, Synergy_Loewe=-7.06, Synergy_HSA=1.73. (6) Drug 1: CN(C)N=NC1=C(NC=N1)C(=O)N. Drug 2: C#CCC(CC1=CN=C2C(=N1)C(=NC(=N2)N)N)C3=CC=C(C=C3)C(=O)NC(CCC(=O)O)C(=O)O. Cell line: T-47D. Synergy scores: CSS=0.899, Synergy_ZIP=-0.954, Synergy_Bliss=-0.975, Synergy_Loewe=-1.47, Synergy_HSA=-1.31. (7) Cell line: U251. Drug 1: CC1=CC=C(C=C1)C2=CC(=NN2C3=CC=C(C=C3)S(=O)(=O)N)C(F)(F)F. Drug 2: CC(C)(C#N)C1=CC(=CC(=C1)CN2C=NC=N2)C(C)(C)C#N. Synergy scores: CSS=-4.83, Synergy_ZIP=-0.419, Synergy_Bliss=-2.55, Synergy_Loewe=-7.53, Synergy_HSA=-6.47. (8) Drug 1: C1=CC(=CC=C1CC(C(=O)O)N)N(CCCl)CCCl.Cl. Drug 2: CS(=O)(=O)OCCCCOS(=O)(=O)C. Cell line: K-562. Synergy scores: CSS=17.6, Synergy_ZIP=-0.988, Synergy_Bliss=4.25, Synergy_Loewe=-8.41, Synergy_HSA=-0.0744.